From a dataset of Reaction yield outcomes from USPTO patents with 853,638 reactions. Predict the reaction yield, written as a fraction of the theoretical maximum amount of product (1.0 means a 100% yield; for example, 0.34 means a 34% yield). (1) The reactants are Cl[C:2]1[C:3]2[C:10]([C:11]3[CH:16]=[CH:15][CH:14]=[CH:13][C:12]=3[Cl:17])=[CH:9][NH:8][C:4]=2[N:5]=[CH:6][N:7]=1.[N:18]1([C:24]([O:26][C:27]([CH3:30])([CH3:29])[CH3:28])=[O:25])[CH2:23][CH2:22][NH:21][CH2:20][CH2:19]1.CCN(C(C)C)C(C)C. The catalyst is O1CCOCC1. The product is [C:27]([O:26][C:24]([N:18]1[CH2:23][CH2:22][N:21]([C:2]2[C:3]3[C:10]([C:11]4[CH:16]=[CH:15][CH:14]=[CH:13][C:12]=4[Cl:17])=[CH:9][NH:8][C:4]=3[N:5]=[CH:6][N:7]=2)[CH2:20][CH2:19]1)=[O:25])([CH3:30])([CH3:28])[CH3:29]. The yield is 0.640. (2) The reactants are [CH3:1][C:2]1[CH:7]=[C:6]([N+:8]([O-:10])=[O:9])[CH:5]=[CH:4][C:3]=1[OH:11].[Si:12](Cl)([C:15]([CH3:18])([CH3:17])[CH3:16])([CH3:14])[CH3:13]. The catalyst is CN(C=O)C. The product is [C:15]([Si:12]([CH3:14])([CH3:13])[O:11][C:3]1[CH:4]=[CH:5][C:6]([N+:8]([O-:10])=[O:9])=[CH:7][C:2]=1[CH3:1])([CH3:18])([CH3:17])[CH3:16]. The yield is 0.750. (3) The reactants are [OH:1][C:2]1[C:10]2[O:9][C:8](=O)[NH:7][C:6]=2[CH:5]=[CH:4][CH:3]=1.[Br:12][C:13]1[C:14]([O:23][CH3:24])=[C:15]([O:21][CH3:22])[CH:16]=[C:17]([CH:20]=1)C=O.[C:25](#N)[CH2:26][C:27]#[N:28].[NH:30]1[CH2:35]CCCC1.C([OH:38])C. No catalyst specified. The product is [NH2:7][CH:8]1[N:28]([C:35]#[N:30])[CH:27]2[CH:26]([C:17]3[CH:16]=[C:15]([O:21][CH3:22])[C:14]([O:23][CH3:24])=[C:13]([Br:12])[CH:20]=3)[CH:25]=[C:5]3[C:6]([O:38][C:2](=[O:1])[CH:3]=[CH:4]3)=[C:10]2[O:9]1. The yield is 0.380.